Dataset: Forward reaction prediction with 1.9M reactions from USPTO patents (1976-2016). Task: Predict the product of the given reaction. Given the reactants [CH3:1][C:2]1[CH:7]=[C:6]([CH3:8])[CH:5]=[C:4]([CH3:9])[C:3]=1[N:10]=[C:11]([C:13]1[CH:18]=[CH:17][CH:16]=[C:15]([C:19](=O)[CH3:20])[N:14]=1)[CH3:12].[C:22]([C:26]1[CH:32]=[CH:31][C:29]([NH2:30])=[CH:28][CH:27]=1)([CH3:25])([CH3:24])[CH3:23].C1(C)C=CC(S(O)(=O)=O)=CC=1, predict the reaction product. The product is: [CH3:1][C:2]1[CH:7]=[C:6]([CH3:8])[CH:5]=[C:4]([CH3:9])[C:3]=1[N:10]=[C:11]([C:13]1[CH:18]=[CH:17][CH:16]=[C:15]([C:19](=[N:30][C:29]2[CH:31]=[CH:32][C:26]([C:22]([CH3:25])([CH3:24])[CH3:23])=[CH:27][CH:28]=2)[CH3:20])[N:14]=1)[CH3:12].